The task is: Predict the product of the given reaction.. This data is from Forward reaction prediction with 1.9M reactions from USPTO patents (1976-2016). (1) Given the reactants [Cl:1][C:2]1[CH:3]=[C:4]([CH2:8][S:9]([NH:12]CC2C=CC(OC)=CC=2OC)(=[O:11])=[O:10])[CH:5]=[CH:6][CH:7]=1.C[Li].[CH3:26][C:27]([CH3:29])=[O:28].FC(F)(F)C(O)=O, predict the reaction product. The product is: [Cl:1][C:2]1[CH:3]=[C:4]([CH:8]([S:9]([NH2:12])(=[O:10])=[O:11])[C:27]([OH:28])([CH3:29])[CH3:26])[CH:5]=[CH:6][CH:7]=1. (2) Given the reactants [C:1]([O:20][CH3:21])(=[O:19])[CH2:2][CH2:3][CH2:4][CH2:5][CH2:6][CH2:7][CH2:8]/[CH:9]=[CH:10]\[CH2:11]CCCCCCC.[CH3:22]CCCCCCCC=CCCCCCCCC.CC(C(O)=O)(C(O)=O)CCCCCCCC=CCCCCCCCCC, predict the reaction product. The product is: [CH2:2]([CH:1]1[O:19][CH2:22][CH2:21][O:20]1)[CH2:3][CH2:4][CH2:5][CH2:6][CH2:7][CH2:8][CH2:9][CH2:10][CH3:11]. (3) Given the reactants [C:1]([C:3](=[C:9](OCC)[CH2:10][CH3:11])[C:4]([O:6][CH2:7][CH3:8])=[O:5])#[N:2].Cl.[CH3:16][S:17]([C:20]1[CH:25]=[CH:24][C:23]([NH:26][NH2:27])=[CH:22][CH:21]=1)(=[O:19])=[O:18].C(N(CC)CC)C, predict the reaction product. The product is: [NH2:2][C:1]1[N:26]([C:23]2[CH:22]=[CH:21][C:20]([S:17]([CH3:16])(=[O:19])=[O:18])=[CH:25][CH:24]=2)[N:27]=[C:9]([CH2:10][CH3:11])[C:3]=1[C:4]([O:6][CH2:7][CH3:8])=[O:5]. (4) Given the reactants N1C=CC=CC=1.C([O:10][C:11](=[O:13])[CH3:12])(=O)C.[CH2:14]([NH:21][C:22]([N:24]1[CH2:29][CH2:28][CH:27]([CH2:30][CH2:31][CH2:32][C:33](=[O:36])[NH:34]O)[CH2:26][CH2:25]1)=[O:23])[C:15]1[CH:20]=[CH:19][CH:18]=[CH:17][CH:16]=1, predict the reaction product. The product is: [CH2:14]([NH:21][C:22]([N:24]1[CH2:25][CH2:26][CH:27]([CH2:30][CH2:31][CH2:32][C:33](=[O:36])[NH:34][O:10][C:11](=[O:13])[CH3:12])[CH2:28][CH2:29]1)=[O:23])[C:15]1[CH:20]=[CH:19][CH:18]=[CH:17][CH:16]=1. (5) Given the reactants P([O-])([O-])([O-])=O.[K+].[K+].[K+].[O:9]1[CH2:15][CH2:14][C:13](=[O:16])[NH:12][CH2:11][CH2:10]1.I[C:18]1[CH:23]=[CH:22][C:21]([N+:24]([O-:26])=[O:25])=[CH:20][C:19]=1[CH3:27].CN(C)CCN, predict the reaction product. The product is: [CH3:27][C:19]1[CH:20]=[C:21]([N+:24]([O-:26])=[O:25])[CH:22]=[CH:23][C:18]=1[N:12]1[C:13](=[O:16])[CH2:14][CH2:15][O:9][CH2:10][CH2:11]1. (6) Given the reactants O.O.O.O.O.O.[N+:7]([O-:10])([O-:9])=[O:8].[Co+2:11].[N+:12]([O-:15])([O-:14])=[O:13], predict the reaction product. The product is: [N+:7]([O-:10])([O-:9])=[O:8].[Co+2:11].[N+:12]([O-:15])([O-:14])=[O:13]. (7) Given the reactants [H-].[Na+].[CH3:3][O:4][C:5]1[CH:10]=[CH:9][C:8]2[C:11]3[NH:12][C:13]4[C:18]([C:19]=3[CH2:20][CH2:21][S:22][C:7]=2[CH:6]=1)=[CH:17][CH:16]=[CH:15][CH:14]=4.Br[CH2:24][CH2:25][CH2:26][CH2:27][CH2:28][Cl:29].O, predict the reaction product. The product is: [CH3:3][O:4][C:5]1[CH:10]=[CH:9][C:8]2[C:11]3[N:12]([CH2:24][CH2:25][CH2:26][CH2:27][CH2:28][Cl:29])[C:13]4[C:18]([C:19]=3[CH2:20][CH2:21][S:22][C:7]=2[CH:6]=1)=[CH:17][CH:16]=[CH:15][CH:14]=4. (8) Given the reactants [OH:1][C:2]1[CH:9]=[CH:8][C:5]([CH:6]=[O:7])=[CH:4][C:3]=1/[CH:10]=[CH:11]/[C:12]1[CH:17]=[CH:16][CH:15]=[C:14]([C:18]([F:21])([F:20])[F:19])[CH:13]=1.CCN(C(C)C)C(C)C.[F:31][C:32]([F:45])([F:44])[S:33](O[S:33]([C:32]([F:45])([F:44])[F:31])(=[O:35])=[O:34])(=[O:35])=[O:34], predict the reaction product. The product is: [CH:6]([C:5]1[CH:8]=[CH:9][C:2]([O:1][S:33]([C:32]([F:45])([F:44])[F:31])(=[O:35])=[O:34])=[C:3](/[CH:10]=[CH:11]/[C:12]2[CH:17]=[CH:16][CH:15]=[C:14]([C:18]([F:19])([F:20])[F:21])[CH:13]=2)[CH:4]=1)=[O:7]. (9) Given the reactants CS(O[CH2:6][CH2:7][CH2:8][CH2:9][NH:10][C:11]([O:13][CH2:14][C:15]1[CH:20]=[CH:19][CH:18]=[CH:17][CH:16]=1)=[O:12])(=O)=O.[NH:21]1[CH2:25][CH2:24][CH2:23][CH2:22]1, predict the reaction product. The product is: [N:21]1([CH2:6][CH2:7][CH2:8][CH2:9][NH:10][C:11](=[O:12])[O:13][CH2:14][C:15]2[CH:20]=[CH:19][CH:18]=[CH:17][CH:16]=2)[CH2:25][CH2:24][CH2:23][CH2:22]1.